This data is from Forward reaction prediction with 1.9M reactions from USPTO patents (1976-2016). The task is: Predict the product of the given reaction. (1) Given the reactants [CH3:1][C@H:2]([CH2:9][CH:10]=[O:11])[CH2:3][CH2:4][CH:5]=[C:6]([CH3:8])[CH3:7].C(N([CH2:17][CH3:18])CC)C.C([O:22][CH2:23][CH3:24])(=O)C, predict the reaction product. The product is: [OH:11][CH:10]([CH2:9][C@@H:2]([CH3:1])[CH2:3][CH2:4][CH:5]=[C:6]([CH3:7])[CH3:8])[C:23](=[O:22])[CH2:24][C@@H:17]([CH3:18])[CH2:5][CH2:4][CH:3]=[C:2]([CH3:9])[CH3:1]. (2) Given the reactants [F:1][CH:2]([F:28])[O:3][C:4]1[N:9]=[CH:8][C:7](/[CH:10]=[CH:11]/[C:12](=[O:27])[CH2:13][CH2:14][CH2:15][CH2:16][C:17]2[CH:26]=[CH:25][C:24]3[CH2:23][CH2:22][CH2:21][NH:20][C:19]=3[N:18]=2)=[CH:6][CH:5]=1.[H-].[H-].[H-].[H-].[Li+].[Al+3].O.[OH-].[Na+], predict the reaction product. The product is: [F:28][CH:2]([F:1])[O:3][C:4]1[N:9]=[CH:8][C:7](/[CH:10]=[CH:11]/[CH:12]([OH:27])[CH2:13][CH2:14][CH2:15][CH2:16][C:17]2[CH:26]=[CH:25][C:24]3[CH2:23][CH2:22][CH2:21][NH:20][C:19]=3[N:18]=2)=[CH:6][CH:5]=1.